From a dataset of Full USPTO retrosynthesis dataset with 1.9M reactions from patents (1976-2016). Predict the reactants needed to synthesize the given product. (1) Given the product [CH2:1]([CH:3]([NH:6][C:7](=[O:40])[NH:8][C:9]1[CH:37]=[CH:36][C:12]([O:13][C:14]2[CH:15]=[CH:16][C:17]([NH:20][C:21](=[O:35])[C:22]3[CH:27]=[CH:26][C:25]([O:28][CH:29]4[CH2:30][CH2:31][N:32]([CH2:50][CH2:49][CH3:51])[CH2:33][CH2:34]4)=[CH:24][CH:23]=3)=[CH:18][CH:19]=2)=[C:11]([O:38][CH3:39])[CH:10]=1)[CH2:4][CH3:5])[CH3:2], predict the reactants needed to synthesize it. The reactants are: [CH2:1]([CH:3]([NH:6][C:7](=[O:40])[NH:8][C:9]1[CH:37]=[CH:36][C:12]([O:13][C:14]2[CH:19]=[CH:18][C:17]([NH:20][C:21](=[O:35])[C:22]3[CH:27]=[CH:26][C:25]([O:28][CH:29]4[CH2:34][CH2:33][NH:32][CH2:31][CH2:30]4)=[CH:24][CH:23]=3)=[CH:16][CH:15]=2)=[C:11]([O:38][CH3:39])[CH:10]=1)[CH2:4][CH3:5])[CH3:2].CN(C=O)C.CCN(C(C)C)[CH:49]([CH3:51])[CH3:50].BrCCC. (2) Given the product [CH3:35][C:22]1[N:21]2[N:36]=[N:37][N:38]=[C:20]2[C:19]2[N:18]=[C:3]([CH2:4][CH2:5][CH3:6])[N:25]([CH2:26][CH2:27][CH2:28][C:29]([O:31][CH2:32][CH3:33])=[O:30])[C:24]=2[C:23]=1[CH3:34], predict the reactants needed to synthesize it. The reactants are: Cl.N1C=[CH:6][CH:5]=[CH:4][CH:3]=1.C(OC)(OC)(OC)CCC.[NH2:18][C:19]1[C:20]2[N:21]([N:36]=[N:37][N:38]=2)[C:22]([CH3:35])=[C:23]([CH3:34])[C:24]=1[NH:25][CH2:26][CH2:27][CH2:28][C:29]([O:31][CH2:32][CH3:33])=[O:30]. (3) The reactants are: [Cl:1][C:2]1[CH:3]=[C:4]([NH:8][CH2:9][C:10]2[C:19]3[C:14](=[C:15]([F:21])[C:16]([F:20])=[CH:17][CH:18]=3)[NH:13][C:12](=[O:22])[CH:11]=2)[CH:5]=[CH:6][CH:7]=1.[N:23]1[N:24]=[C:25]([C:28](O)=[O:29])[NH:26][CH:27]=1. Given the product [Cl:1][C:2]1[CH:3]=[C:4]([N:8]([CH2:9][C:10]2[C:19]3[C:14](=[C:15]([F:21])[C:16]([F:20])=[CH:17][CH:18]=3)[NH:13][C:12](=[O:22])[CH:11]=2)[C:28]([C:25]2[NH:26][CH:27]=[N:23][N:24]=2)=[O:29])[CH:5]=[CH:6][CH:7]=1, predict the reactants needed to synthesize it. (4) Given the product [CH3:21][O:20][CH2:19][CH2:18][O:17][CH2:16][CH2:15][O:14][CH2:13][CH2:12][O:11][CH2:10][CH2:9][O:8][CH2:7][CH2:6][N:22]1[CH:50]=[C:49]([C:47]2[S:48][C:41]3[C:42](=[N:43][CH:44]=[CH:45][C:40]=3[O:39][C:36]3[CH:37]=[CH:38][C:33]([NH:32][C:30]([NH:29][CH:26]4[CH2:28][CH2:27]4)=[O:31])=[CH:34][C:35]=3[F:51])[CH:46]=2)[N:24]=[N:23]1, predict the reactants needed to synthesize it. The reactants are: CS(O[CH2:6][CH2:7][O:8][CH2:9][CH2:10][O:11][CH2:12][CH2:13][O:14][CH2:15][CH2:16][O:17][CH2:18][CH2:19][O:20][CH3:21])(=O)=O.[N-:22]=[N+:23]=[N-:24].[Na+].[CH:26]1([NH:29][C:30]([NH:32][C:33]2[CH:38]=[CH:37][C:36]([O:39][C:40]3[CH:45]=[CH:44][N:43]=[C:42]4[CH:46]=[C:47]([C:49]#[CH:50])[S:48][C:41]=34)=[C:35]([F:51])[CH:34]=2)=[O:31])[CH2:28][CH2:27]1.O=C1O[C@H]([C@H](CO)O)C([O-])=C1O.[Na+]. (5) Given the product [NH2:9][C:10]1[C:11](=[O:27])[NH:12][C:13](=[O:26])[N:14]([CH:17]2[C:25]3[C:20](=[CH:21][CH:22]=[CH:23][CH:24]=3)[CH2:19][CH2:18]2)[C:15]=1[NH2:16], predict the reactants needed to synthesize it. The reactants are: O.S(S([O-])=O)([O-])=O.[Na+].[NH2:9][C:10]1[C:11](=[O:27])[NH:12][C:13](=[O:26])[N:14]([CH:17]2[C:25]3[C:20](=[CH:21][CH:22]=[CH:23][CH:24]=3)[CH2:19][CH2:18]2)[C:15]=1[NH2:16].[Na+].N(C1C(=O)NC(=O)N(C2C3C(=CC=CC=3)CC2)C=1N)=O. (6) Given the product [F:1][C:2]1[CH:3]=[C:4]([CH:39]=[CH:40][C:41]=1[F:42])[CH2:5][N:6]1[CH2:38][CH2:37][C:9]2([N:18]([C:19]3[CH:24]=[CH:23][C:22]([O:25][CH3:26])=[CH:21][CH:20]=3)[C:17](=[O:27])[C:16]3[C:11](=[CH:12][C:13]([C:44]4[CH:45]=[N:46][CH:47]=[CH:48][CH:49]=4)=[CH:14][CH:15]=3)[NH:10]2)[CH2:8][CH2:7]1, predict the reactants needed to synthesize it. The reactants are: [F:1][C:2]1[CH:3]=[C:4]([CH:39]=[CH:40][C:41]=1[F:42])[CH2:5][N:6]1[CH2:38][CH2:37][C:9]2([N:18]([C:19]3[CH:24]=[CH:23][C:22]([O:25][CH3:26])=[CH:21][CH:20]=3)[C:17](=[O:27])[C:16]3[C:11](=[CH:12][C:13](B4OC(C)(C)C(C)(C)O4)=[CH:14][CH:15]=3)[NH:10]2)[CH2:8][CH2:7]1.Br[C:44]1[CH:45]=[N:46][CH:47]=[CH:48][CH:49]=1.C(Cl)Cl.O.